From a dataset of Full USPTO retrosynthesis dataset with 1.9M reactions from patents (1976-2016). Predict the reactants needed to synthesize the given product. (1) Given the product [N:10]1([C:2]2[CH:7]=[C:6]([Cl:8])[N:5]=[C:4]([NH2:9])[N:3]=2)[CH2:13][CH2:12][CH2:11]1, predict the reactants needed to synthesize it. The reactants are: Cl[C:2]1[CH:7]=[C:6]([Cl:8])[N:5]=[C:4]([NH2:9])[N:3]=1.[NH:10]1[CH2:13][CH2:12][CH2:11]1.C(N(CC)CC)C. (2) Given the product [Cl:1][C:2]1[N:3]=[CH:4][CH:5]=[C:6]2[CH:10]=[C:9]([CH:11]=[O:12])[NH:8][C:7]=12, predict the reactants needed to synthesize it. The reactants are: [Cl:1][C:2]1[N:3]=[CH:4][CH:5]=[C:6]2[CH:10]=[C:9]([CH2:11][OH:12])[NH:8][C:7]=12. (3) Given the product [C:38]([C:35]1[CH:36]=[CH:37][C:32]([C@H:30]2[C@:14]3([N:18]([CH3:19])[C:17](=[O:20])[N:16]([C:21]4[CH:22]=[C:23]([Cl:28])[CH:24]=[C:25]([Cl:27])[CH:26]=4)[C:15]3=[O:29])[CH2:13][N:12]([CH2:11][C:9]3[S:8][CH:7]=[C:6]([C:4]([OH:5])=[O:3])[CH:10]=3)[CH2:31]2)=[CH:33][CH:34]=1)#[N:39], predict the reactants needed to synthesize it. The reactants are: Cl.C[O:3][C:4]([C:6]1[CH:10]=[C:9]([CH2:11][N:12]2[CH2:31][C@@H:30]([C:32]3[CH:37]=[CH:36][C:35]([C:38]#[N:39])=[CH:34][CH:33]=3)[C@:14]3([N:18]([CH3:19])[C:17](=[O:20])[N:16]([C:21]4[CH:26]=[C:25]([Cl:27])[CH:24]=[C:23]([Cl:28])[CH:22]=4)[C:15]3=[O:29])[CH2:13]2)[S:8][CH:7]=1)=[O:5].C(O)C(O)C.[OH-].[K+]. (4) Given the product [C:33]([NH:12][S:9]([CH2:8][C:6]1[CH:7]=[C:2]([Cl:1])[CH:3]=[CH:4][C:5]=1[O:13][CH2:14][C:15]([N:17]1[CH2:22][C@H:21]([CH3:23])[N:20]([CH2:24][C:25]2[CH:26]=[CH:27][C:28]([F:31])=[CH:29][CH:30]=2)[CH2:19][C@H:18]1[CH3:32])=[O:16])(=[O:11])=[O:10])(=[O:35])[CH3:34], predict the reactants needed to synthesize it. The reactants are: [Cl:1][C:2]1[CH:3]=[CH:4][C:5]([O:13][CH2:14][C:15]([N:17]2[CH2:22][C@H:21]([CH3:23])[N:20]([CH2:24][C:25]3[CH:30]=[CH:29][C:28]([F:31])=[CH:27][CH:26]=3)[CH2:19][C@H:18]2[CH3:32])=[O:16])=[C:6]([CH2:8][S:9]([NH2:12])(=[O:11])=[O:10])[CH:7]=1.[C:33](O)(=[O:35])[CH3:34].CN(C)CCCN=C=NCC.C(N(CC)CC)C.